This data is from Full USPTO retrosynthesis dataset with 1.9M reactions from patents (1976-2016). The task is: Predict the reactants needed to synthesize the given product. (1) Given the product [C:9]([C:5]1[S:6][CH:7]=[CH:8][C:4]=1[N+:1]([O-:3])=[O:2])#[N:11], predict the reactants needed to synthesize it. The reactants are: [N+:1]([C:4]1[CH:8]=[CH:7][S:6][C:5]=1[C:9]([NH2:11])=O)([O-:3])=[O:2].C(N(CC)CC)C.FC(F)(F)C(OC(=O)C(F)(F)F)=O. (2) The reactants are: Cl.[F:2][C:3]([F:39])([F:38])[C:4]1[CH:5]=[C:6]([C@H:14]([O:16][C@H:17]2[CH2:22][CH2:21][N:20]([C:23]([C@H:25]3[CH2:30][CH2:29][C@H:28]([NH2:31])[CH2:27][CH2:26]3)=[O:24])[CH2:19][C@H:18]2[C:32]2[CH:37]=[CH:36][CH:35]=[CH:34][CH:33]=2)[CH3:15])[CH:7]=[C:8]([C:10]([F:13])([F:12])[F:11])[CH:9]=1.[C:40](Cl)(=[O:44])[CH:41]([CH3:43])[CH3:42]. Given the product [F:39][C:3]([F:2])([F:38])[C:4]1[CH:5]=[C:6]([C@H:14]([O:16][C@H:17]2[CH2:22][CH2:21][N:20]([C:23]([C@H:25]3[CH2:26][CH2:27][C@H:28]([NH:31][C:40](=[O:44])[CH:41]([CH3:43])[CH3:42])[CH2:29][CH2:30]3)=[O:24])[CH2:19][C@H:18]2[C:32]2[CH:33]=[CH:34][CH:35]=[CH:36][CH:37]=2)[CH3:15])[CH:7]=[C:8]([C:10]([F:12])([F:11])[F:13])[CH:9]=1, predict the reactants needed to synthesize it. (3) Given the product [O:38]=[C:26]1[CH2:27][C:28]([C:30]2[CH:35]=[CH:34][N:33]=[C:32]([C:36]#[N:37])[CH:31]=2)=[N:7][C:8]2[CH:13]=[CH:12][C:11]([N:14]3[CH:18]=[CH:17][CH:16]=[CH:15]3)=[CH:10][C:9]=2[NH:19]1, predict the reactants needed to synthesize it. The reactants are: C(OC(=O)[NH:7][C:8]1[CH:13]=[CH:12][C:11]([N:14]2[CH:18]=[CH:17][CH:16]=[CH:15]2)=[CH:10][C:9]=1[NH2:19])(C)(C)C.C(O[C:26](=[O:38])[CH2:27][C:28]([C:30]1[CH:35]=[CH:34][N:33]=[C:32]([C:36]#[N:37])[CH:31]=1)=O)(C)(C)C.C(O)(C(F)(F)F)=O. (4) Given the product [Cl:19][CH2:20][CH2:21][CH2:22][N:7]1[C:6]2[CH:12]=[C:2]([F:1])[CH:3]=[CH:4][C:5]=2[O:10][CH2:9][C:8]1=[O:11], predict the reactants needed to synthesize it. The reactants are: [F:1][C:2]1[CH:3]=[CH:4][C:5]2[O:10][CH2:9][C:8](=[O:11])[NH:7][C:6]=2[CH:12]=1.C([O-])([O-])=O.[Cs+].[Cs+].[Cl:19][CH2:20][CH2:21][CH2:22]I. (5) The reactants are: [Br-].[CH3:2][Si:3]([CH3:29])([CH3:28])[C:4]#[C:5][CH:6]=[CH:7][CH2:8][P+](C1C=CC=CC=1)(C1C=CC=CC=1)C1C=CC=CC=1.C([Li])CCC.C(=O)=O.[CH:38]([C@H:40]1[O:44][C:43]2([CH2:49][CH2:48][CH2:47][CH2:46][CH2:45]2)[O:42][C@H:41]1[CH2:50][O:51][CH2:52][C:53]([O:55][C:56]([CH3:59])([CH3:58])[CH3:57])=[O:54])=O. Given the product [CH3:2][Si:3]([CH3:29])([CH3:28])[C:4]#[C:5]/[CH:6]=[CH:7]/[CH:8]=[CH:38]\[C@H:40]1[O:44][C:43]2([CH2:45][CH2:46][CH2:47][CH2:48][CH2:49]2)[O:42][C@H:41]1[CH2:50][O:51][CH2:52][C:53]([O:55][C:56]([CH3:57])([CH3:58])[CH3:59])=[O:54], predict the reactants needed to synthesize it. (6) Given the product [CH3:15][C@H:16]1[N:21]([CH3:1])[CH2:20][CH2:19][N:18]([C:22]2[CH:31]=[CH:30][C:25]([C:26]([O:28][CH3:29])=[O:27])=[CH:24][CH:23]=2)[CH2:17]1, predict the reactants needed to synthesize it. The reactants are: [C:1](O[BH-](OC(=O)C)OC(=O)C)(=O)C.[Na+].[CH3:15][C@H:16]1[NH:21][CH2:20][CH2:19][N:18]([C:22]2[CH:31]=[CH:30][C:25]([C:26]([O:28][CH3:29])=[O:27])=[CH:24][CH:23]=2)[CH2:17]1.C=O.C(O)(=O)C.C([O-])(O)=O.[Na+]. (7) The reactants are: [CH3:1][O:2][C:3]1[C:12]2[CH2:11][CH2:10][C:9]([CH3:14])([CH3:13])[CH2:8][C:7]=2[C:6]2[C:15]3[C:16](=[C:18](O)[N:19]=[CH:20][N:21]=3)[O:17][C:5]=2[N:4]=1.P(Cl)(Cl)([Cl:25])=O. Given the product [Cl:25][C:18]1[C:16]2[O:17][C:5]3[N:4]=[C:3]([O:2][CH3:1])[C:12]4[CH2:11][CH2:10][C:9]([CH3:14])([CH3:13])[CH2:8][C:7]=4[C:6]=3[C:15]=2[N:21]=[CH:20][N:19]=1, predict the reactants needed to synthesize it. (8) Given the product [CH:1]([N:4]1[C:8]([C:9]2[CH2:13][N:12]([CH3:20])[CH2:11][C:10]=2[CH2:14][OH:15])=[CH:7][CH:6]=[N:5]1)([CH3:3])[CH3:2], predict the reactants needed to synthesize it. The reactants are: [CH:1]([N:4]1[C:8]([C:9]2[CH2:13][NH:12][CH2:11][C:10]=2[CH2:14][OH:15])=[CH:7][CH:6]=[N:5]1)([CH3:3])[CH3:2].C=O.[BH-](OC(C)=O)(OC(C)=O)O[C:20](C)=O.[Na+]. (9) The reactants are: [F:1][C:2]1[CH:7]=[CH:6][C:5]([F:8])=[CH:4][C:3]=1[CH:9]([S:20]([C:23]1[CH:28]=[CH:27][C:26]([O:29][CH3:30])=[CH:25][CH:24]=1)(=[O:22])=[O:21])[C:10]1[C:11]([CH3:19])=[CH:12]C(C(O)=O)=N[CH:15]=1.[NH2:31][CH2:32][CH2:33][OH:34].ON1C2C=CC=CC=2N=N1.C[N:46]1CC[O:49][CH2:48][CH2:47]1.Cl.C(N=C=NCCCN(C)C)C. Given the product [F:1][C:2]1[CH:7]=[CH:6][C:5]([F:8])=[CH:4][C:3]=1[CH:9]([S:20]([C:23]1[CH:28]=[CH:27][C:26]([O:29][CH3:30])=[CH:25][CH:24]=1)(=[O:21])=[O:22])[C:10]1[C:11]([CH3:19])=[CH:12][C:32]([C:33]([NH:46][CH2:47][CH2:48][OH:49])=[O:34])=[N:31][CH:15]=1, predict the reactants needed to synthesize it. (10) Given the product [CH3:1][O:2][C:3](=[O:4])[C:5]1[CH:10]=[CH:9][CH:8]=[C:7]([C:23]2[S:27][C:26]([S:28](=[O:30])(=[O:29])[NH2:31])=[CH:25][CH:24]=2)[CH:6]=1, predict the reactants needed to synthesize it. The reactants are: [CH3:1][O:2][C:3]([C:5]1[CH:6]=[C:7](B(O)O)[CH:8]=[CH:9][CH:10]=1)=[O:4].P([O-])([O-])([O-])=O.[K+].[K+].[K+].Br[C:23]1[S:27][C:26]([S:28]([NH2:31])(=[O:30])=[O:29])=[CH:25][CH:24]=1.O1CCOCC1.